Dataset: NCI-60 drug combinations with 297,098 pairs across 59 cell lines. Task: Regression. Given two drug SMILES strings and cell line genomic features, predict the synergy score measuring deviation from expected non-interaction effect. (1) Synergy scores: CSS=55.6, Synergy_ZIP=-2.14, Synergy_Bliss=-4.21, Synergy_Loewe=-5.15, Synergy_HSA=-4.69. Cell line: SR. Drug 1: C1CN(CCN1C(=O)CCBr)C(=O)CCBr. Drug 2: CC(C)CN1C=NC2=C1C3=CC=CC=C3N=C2N. (2) Drug 1: C1CCC(CC1)NC(=O)N(CCCl)N=O. Drug 2: C1C(C(OC1N2C=NC3=C(N=C(N=C32)Cl)N)CO)O. Cell line: RXF 393. Synergy scores: CSS=19.1, Synergy_ZIP=-4.23, Synergy_Bliss=-0.552, Synergy_Loewe=-0.0296, Synergy_HSA=0.577. (3) Drug 1: COC1=CC(=CC(=C1O)OC)C2C3C(COC3=O)C(C4=CC5=C(C=C24)OCO5)OC6C(C(C7C(O6)COC(O7)C8=CC=CS8)O)O. Drug 2: C1CN1P(=S)(N2CC2)N3CC3. Cell line: TK-10. Synergy scores: CSS=12.7, Synergy_ZIP=-5.93, Synergy_Bliss=-2.01, Synergy_Loewe=-8.40, Synergy_HSA=-0.487.